From a dataset of Catalyst prediction with 721,799 reactions and 888 catalyst types from USPTO. Predict which catalyst facilitates the given reaction. (1) Reactant: [N:1]1([C:6]2[CH:11]=[CH:10][C:9]([CH2:12][C:13]([N:15]3[CH2:20][CH:19]4[CH2:21][CH:16]3[CH2:17][N:18]4C(OCC3C=CC=CC=3)=O)=[O:14])=[CH:8][CH:7]=2)[CH:5]=[N:4][N:3]=[N:2]1. Product: [CH:16]12[CH2:21][CH:19]([NH:18][CH2:17]1)[CH2:20][N:15]2[C:13](=[O:14])[CH2:12][C:9]1[CH:8]=[CH:7][C:6]([N:1]2[CH:5]=[N:4][N:3]=[N:2]2)=[CH:11][CH:10]=1. The catalyst class is: 43. (2) Reactant: [CH:1]1([CH2:7][O:8][C:9]2[CH:10]=[C:11]([CH:15]([OH:19])[CH2:16][C:17]#[N:18])[CH:12]=[CH:13][CH:14]=2)[CH2:6][CH2:5][CH2:4][CH2:3][CH2:2]1.CSC.C1COCC1.C(O)(=O)[C@@H](C1C=CC=CC=1)O. Product: [NH2:18][CH2:17][CH2:16][C@H:15]([C:11]1[CH:12]=[CH:13][CH:14]=[C:9]([O:8][CH2:7][CH:1]2[CH2:6][CH2:5][CH2:4][CH2:3][CH2:2]2)[CH:10]=1)[OH:19]. The catalyst class is: 1. (3) Reactant: [Cl:1][C:2]1[CH:7]=[CH:6][CH:5]=[C:4]([Cl:8])[C:3]=1[C:9]1[C:13]([CH2:14][O:15][CH:16]2[CH2:21][CH2:20][N:19]([C:22]3[S:23][C:24]4[CH:30]=[C:29]([C:31]([O:33]CC)=[O:32])[CH:28]=[CH:27][C:25]=4[N:26]=3)[CH2:18][CH2:17]2)=[C:12]([CH:36]([CH3:38])[CH3:37])[O:11][N:10]=1.[OH-].[Na+].Cl. Product: [Cl:8][C:4]1[CH:5]=[CH:6][CH:7]=[C:2]([Cl:1])[C:3]=1[C:9]1[C:13]([CH2:14][O:15][CH:16]2[CH2:21][CH2:20][N:19]([C:22]3[S:23][C:24]4[CH:30]=[C:29]([C:31]([OH:33])=[O:32])[CH:28]=[CH:27][C:25]=4[N:26]=3)[CH2:18][CH2:17]2)=[C:12]([CH:36]([CH3:38])[CH3:37])[O:11][N:10]=1. The catalyst class is: 8. (4) The catalyst class is: 7. Product: [C:29]([O:28][C:26]([NH:25][N:15]1[C:14](=[O:33])[N:13]2[CH:9]([CH2:10][CH:11]([O:34][C:35]3[C:44]4[C:39](=[CH:40][C:41]([O:45][CH3:46])=[CH:42][CH:43]=4)[N:38]=[C:37]([C:47]4[CH:52]=[CH:51][CH:50]=[CH:49][CH:48]=4)[CH:36]=3)[CH2:12]2)[C:8](=[O:53])[NH:7][C:6]2([C:4]([OH:5])=[O:3])[CH:23]([CH2:24]2)[CH:22]=[CH:21][CH2:20][CH2:19][CH2:18][CH2:17][CH2:16]1)=[O:27])([CH3:32])([CH3:30])[CH3:31]. Reactant: C([O:3][C:4]([C:6]12[CH2:24][CH:23]1[CH:22]=[CH:21][CH2:20][CH2:19][CH2:18][CH2:17][CH2:16][N:15]([NH:25][C:26]([O:28][C:29]([CH3:32])([CH3:31])[CH3:30])=[O:27])[C:14](=[O:33])[N:13]1[CH:9]([CH2:10][CH:11]([O:34][C:35]3[C:44]4[C:39](=[CH:40][C:41]([O:45][CH3:46])=[CH:42][CH:43]=4)[N:38]=[C:37]([C:47]4[CH:52]=[CH:51][CH:50]=[CH:49][CH:48]=4)[CH:36]=3)[CH2:12]1)[C:8](=[O:53])[NH:7]2)=[O:5])C.O.CO.[OH-].[Li+]. (5) Reactant: [NH2:1][C:2]1[CH:15]=[CH:14][CH:13]=[CH:12][C:3]=1[C:4]([C:6]1[CH:11]=[CH:10][CH:9]=[CH:8][CH:7]=1)=O.[C:16]([C:19]1[S:23][C:22]([CH2:24][C:25]([O:27][CH3:28])=[O:26])=[CH:21][CH:20]=1)(=O)[CH3:17].C(O)(=O)CC(CC(O)=O)(C(O)=O)O.C(OCC)(=O)C.CCCCCCC. Product: [C:6]1([C:4]2[C:3]3[C:2](=[CH:15][CH:14]=[CH:13][CH:12]=3)[N:1]=[C:16]([C:19]3[S:23][C:22]([CH2:24][C:25]([O:27][CH3:28])=[O:26])=[CH:21][CH:20]=3)[CH:17]=2)[CH:11]=[CH:10][CH:9]=[CH:8][CH:7]=1. The catalyst class is: 2. (6) Reactant: [CH:1]1([C:4]([CH:6]2[CH2:18][CH2:17][C:9]3[N:10]=[C:11]([NH:13][C:14](=[O:16])[CH3:15])[S:12][C:8]=3[C:7]2=O)=O)[CH2:3][CH2:2]1.[Cl:20][C:21]1[CH:22]=[C:23]([CH:28]=[CH:29][C:30]=1[NH:31][NH2:32])[C:24]([O:26][CH3:27])=[O:25]. Product: [C:14]([NH:13][C:11]1[S:12][C:8]2[C:7]3[N:31]([C:30]4[CH:29]=[CH:28][C:23]([C:24]([O:26][CH3:27])=[O:25])=[CH:22][C:21]=4[Cl:20])[N:32]=[C:4]([CH:1]4[CH2:3][CH2:2]4)[C:6]=3[CH2:18][CH2:17][C:9]=2[N:10]=1)(=[O:16])[CH3:15]. The catalyst class is: 15. (7) Reactant: [N+:1]([C:4]1[C:12]2[S:11][NH:10][C:9](=O)[C:8]=2[CH:7]=[CH:6][CH:5]=1)([O-:3])=[O:2].CN(C)C=O.S(Cl)([Cl:21])=O. Product: [Cl:21][C:9]1[C:8]2[CH:7]=[CH:6][CH:5]=[C:4]([N+:1]([O-:3])=[O:2])[C:12]=2[S:11][N:10]=1. The catalyst class is: 159.